Dataset: Reaction yield outcomes from USPTO patents with 853,638 reactions. Task: Predict the reaction yield, written as a fraction of the theoretical maximum amount of product (1.0 means a 100% yield; for example, 0.34 means a 34% yield). (1) The catalyst is [Br-].C[P+](C1C=CC=CC=1)(C1C=CC=CC=1)C1C=CC=CC=1. The yield is 0.503. The reactants are [H-].[Na+].[CH:3]([C:5]1[CH:6]=[CH:7][C:8]([O:13][C:14]2[CH:19]=[CH:18][CH:17]=[C:16]([C:20]([F:23])([F:22])[F:21])[CH:15]=2)=[C:9]([CH:12]=1)[C:10]#[N:11])=O.[CH2:24]1COCC1. The product is [CH:3]([C:5]1[CH:6]=[CH:7][C:8]([O:13][C:14]2[CH:19]=[CH:18][CH:17]=[C:16]([C:20]([F:23])([F:22])[F:21])[CH:15]=2)=[C:9]([CH:12]=1)[C:10]#[N:11])=[CH2:24]. (2) The reactants are [Br:1][C:2]1[C:3](Cl)=[N:4][C:5]([Cl:8])=[N:6][CH:7]=1.[CH3:10][O-:11].[Na+]. The catalyst is CO. The product is [Br:1][C:2]1[C:3]([O:11][CH3:10])=[N:4][C:5]([Cl:8])=[N:6][CH:7]=1. The yield is 0.880. (3) The reactants are ClN1C(=O)CCC1=O.[OH:9][N:10]=[CH:11][C:12]1[CH:13]=[CH:14][C:15]([N:20]2[CH:24]=[N:23][CH:22]=[N:21]2)=[C:16]([CH:19]=1)[C:17]#[N:18].[Cl:25][C:26]1[CH:31]=[C:30]([C:32]([C:34]([F:37])([F:36])[F:35])=[CH2:33])[CH:29]=[C:28]([Cl:38])[CH:27]=1.C(N(CC)CC)C. The catalyst is CN(C=O)C.C(OCC)(=O)C.O. The product is [Cl:25][C:26]1[CH:31]=[C:30]([C:32]2([C:34]([F:37])([F:35])[F:36])[O:9][N:10]=[C:11]([C:12]3[CH:13]=[CH:14][C:15]([N:20]4[CH:24]=[N:23][CH:22]=[N:21]4)=[C:16]([CH:19]=3)[C:17]#[N:18])[CH2:33]2)[CH:29]=[C:28]([Cl:38])[CH:27]=1. The yield is 0.390. (4) The yield is 1.00. The product is [C:4]([C:8]1[CH:9]=[C:10]([NH:21][C:22]([NH:24][C@@H:25]2[C:34]3[C:29](=[CH:30][CH:31]=[CH:32][CH:33]=3)[C@H:28]([O:35][C:36]3[CH:37]=[CH:38][C:39]4[N:40]([C:42]([N:45]5[CH2:50][CH2:49][CH2:48][CH2:47][C@@H:46]5[CH3:51])=[N:43][N:44]=4)[CH:41]=3)[CH2:27][CH2:26]2)=[O:23])[N:11]([C:13]2[CH:18]=[CH:17][C:16]([CH:19]=[O:20])=[CH:15][CH:14]=2)[N:12]=1)([CH3:7])([CH3:5])[CH3:6]. The catalyst is C(Cl)Cl.O. The reactants are ClCCl.[C:4]([C:8]1[CH:9]=[C:10]([NH:21][C:22]([NH:24][C@@H:25]2[C:34]3[C:29](=[CH:30][CH:31]=[CH:32][CH:33]=3)[C@H:28]([O:35][C:36]3[CH:37]=[CH:38][C:39]4[N:40]([C:42]([N:45]5[CH2:50][CH2:49][CH2:48][CH2:47][C@@H:46]5[CH3:51])=[N:43][N:44]=4)[CH:41]=3)[CH2:27][CH2:26]2)=[O:23])[N:11]([C:13]2[CH:18]=[CH:17][C:16]([CH2:19][OH:20])=[CH:15][CH:14]=2)[N:12]=1)([CH3:7])([CH3:6])[CH3:5].CC(OI1(OC(C)=O)(OC(C)=O)OC(=O)C2C=CC=CC1=2)=O.S(S([O-])=O)([O-])(=O)=O.[Na+].[Na+].C([O-])(O)=O.[Na+]. (5) The reactants are [Cl:1][C:2]1[CH:7]=[CH:6][C:5]([C:8]2[C:13]([CH2:14][OH:15])=[CH:12][N:11]=[C:10]([NH:16][C:17](=[O:19])[CH3:18])[CH:9]=2)=[C:4](F)[CH:3]=1.C(=O)([O-])[O-].[K+].[K+]. The catalyst is CN(C=O)C. The product is [Cl:1][C:2]1[CH:7]=[CH:6][C:5]2[C:8]3[C:13](=[CH:12][N:11]=[C:10]([NH:16][C:17](=[O:19])[CH3:18])[CH:9]=3)[CH2:14][O:15][C:4]=2[CH:3]=1. The yield is 0.840. (6) The reactants are [C:1]([CH2:3][CH2:4][S:5][C:6]1[CH:11]=[C:10]([NH2:12])[C:9]([S:13][CH2:14][CH2:15][C:16]#[N:17])=[CH:8][C:7]=1[NH2:18])#[N:2].[N+:19]([C:22]1[CH:30]=[CH:29][C:25]([C:26](Cl)=[O:27])=[CH:24][CH:23]=1)([O-:21])=[O:20].O. The catalyst is CN1C(=O)CCC1. The product is [C:1]([CH2:3][CH2:4][S:5][C:6]1[CH:11]=[C:10]([NH2:12])[C:9]([S:13][CH2:14][CH2:15][C:16]#[N:17])=[CH:8][C:7]=1[NH:18][C:26](=[O:27])[C:25]1[CH:24]=[CH:23][C:22]([N+:19]([O-:21])=[O:20])=[CH:30][CH:29]=1)#[N:2]. The yield is 0.610. (7) The reactants are Cl.[NH2:2][C@H:3]([C:5]1[C:6](=[O:17])[NH:7][C:8]2[C:13]([CH:14]=1)=[CH:12][C:11]([Cl:15])=[C:10]([F:16])[CH:9]=2)[CH3:4].F[C:19]1[CH:26]=[CH:25][C:22]([C:23]#[N:24])=[C:21]([CH3:27])[N:20]=1.CCN(C(C)C)C(C)C.O. The catalyst is CS(C)=O. The product is [Cl:15][C:11]1[CH:12]=[C:13]2[C:8](=[CH:9][C:10]=1[F:16])[NH:7][C:6](=[O:17])[C:5]([C@@H:3]([NH:2][C:19]1[CH:26]=[CH:25][C:22]([C:23]#[N:24])=[C:21]([CH3:27])[N:20]=1)[CH3:4])=[CH:14]2. The yield is 0.510. (8) The catalyst is O. The yield is 0.990. The reactants are [CH2:1]([O:8][C:9](=[O:30])[CH:10]([C:21]1[CH:26]=[CH:25][N:24]=[CH:23][C:22]=1[N+:27]([O-:29])=[O:28])C(OCC1C=CC=CC=1)=O)[C:2]1[CH:7]=[CH:6][CH:5]=[CH:4][CH:3]=1.[Cl-].[Li+].CS(C)=O. The product is [CH2:1]([O:8][C:9](=[O:30])[CH2:10][C:21]1[CH:26]=[CH:25][N:24]=[CH:23][C:22]=1[N+:27]([O-:29])=[O:28])[C:2]1[CH:3]=[CH:4][CH:5]=[CH:6][CH:7]=1. (9) No catalyst specified. The reactants are [CH3:1][NH:2][CH3:3].[CH:4](=O)[C:5]1[CH:10]=[CH:9][CH:8]=[CH:7][CH:6]=1.C([Cl:15])(=O)C. The yield is 0.707. The product is [Cl-:15].[CH:4](=[N+:2]([CH3:3])[CH3:1])[C:5]1[CH:10]=[CH:9][CH:8]=[CH:7][CH:6]=1. (10) The reactants are [Cl:1][C:2]1[CH:7]=[CH:6][C:5]([C:8]2[CH:9]=[N:10][CH:11]=[C:12]3[C:17]=2[N:16]=[C:15]([C:18]([OH:20])=O)[CH:14]=[CH:13]3)=[CH:4][CH:3]=1.C(N(CC)C(C)C)(C)C.F[P-](F)(F)(F)(F)F.N1(OC(N(C)C)=[N+](C)C)[C:41]2[N:42]=[CH:43][CH:44]=C[C:40]=2[N:39]=N1.N1CCNCC1. The catalyst is CN(C)C=O. The product is [Cl:1][C:2]1[CH:3]=[CH:4][C:5]([C:8]2[CH:9]=[N:10][CH:11]=[C:12]3[C:17]=2[N:16]=[C:15]([C:18]([N:39]2[CH2:40][CH2:41][NH:42][CH2:43][CH2:44]2)=[O:20])[CH:14]=[CH:13]3)=[CH:6][CH:7]=1. The yield is 0.0600.